This data is from NCI-60 drug combinations with 297,098 pairs across 59 cell lines. The task is: Regression. Given two drug SMILES strings and cell line genomic features, predict the synergy score measuring deviation from expected non-interaction effect. (1) Drug 1: C1=NC2=C(N1)C(=S)N=C(N2)N. Drug 2: COC1=NC(=NC2=C1N=CN2C3C(C(C(O3)CO)O)O)N. Cell line: SNB-19. Synergy scores: CSS=0.983, Synergy_ZIP=1.41, Synergy_Bliss=4.18, Synergy_Loewe=-8.54, Synergy_HSA=-2.55. (2) Drug 1: C1=CN(C(=O)N=C1N)C2C(C(C(O2)CO)O)(F)F. Drug 2: CCN(CC)CCNC(=O)C1=C(NC(=C1C)C=C2C3=C(C=CC(=C3)F)NC2=O)C. Cell line: T-47D. Synergy scores: CSS=33.1, Synergy_ZIP=4.47, Synergy_Bliss=4.75, Synergy_Loewe=-28.8, Synergy_HSA=3.15. (3) Drug 1: C1=NC2=C(N1)C(=S)N=C(N2)N. Drug 2: CC1=C(C(=O)C2=C(C1=O)N3CC4C(C3(C2COC(=O)N)OC)N4)N. Cell line: NCI-H522. Synergy scores: CSS=30.2, Synergy_ZIP=-11.1, Synergy_Bliss=-6.76, Synergy_Loewe=-20.7, Synergy_HSA=-2.46. (4) Drug 1: C(=O)(N)NO. Drug 2: C1CC(=O)NC(=O)C1N2C(=O)C3=CC=CC=C3C2=O. Cell line: CAKI-1. Synergy scores: CSS=-1.98, Synergy_ZIP=2.05, Synergy_Bliss=-1.20, Synergy_Loewe=-1.30, Synergy_HSA=-4.13.